Dataset: Reaction yield outcomes from USPTO patents with 853,638 reactions. Task: Predict the reaction yield, written as a fraction of the theoretical maximum amount of product (1.0 means a 100% yield; for example, 0.34 means a 34% yield). The reactants are [C:1]([O:5][C:6](=[O:17])[NH:7][C@@H:8]([C:10]1[CH:15]=[CH:14][C:13](Br)=[CH:12][CH:11]=1)[CH3:9])([CH3:4])([CH3:3])[CH3:2].[Cl:18][C:19]1[C:24](B(O)O)=[CH:23][CH:22]=[CH:21][N:20]=1.C(=O)([O-])[O-].[Na+].[Na+]. The catalyst is COCCOC.[Pd].C1(P(C2C=CC=CC=2)C2C=CC=CC=2)C=CC=CC=1.C1(P(C2C=CC=CC=2)C2C=CC=CC=2)C=CC=CC=1.C1(P(C2C=CC=CC=2)C2C=CC=CC=2)C=CC=CC=1.C1(P(C2C=CC=CC=2)C2C=CC=CC=2)C=CC=CC=1. The product is [C:1]([O:5][C:6](=[O:17])[NH:7][C@@H:8]([C:10]1[CH:15]=[CH:14][C:13]([C:24]2[C:19]([Cl:18])=[N:20][CH:21]=[CH:22][CH:23]=2)=[CH:12][CH:11]=1)[CH3:9])([CH3:4])([CH3:3])[CH3:2]. The yield is 0.710.